Dataset: Catalyst prediction with 721,799 reactions and 888 catalyst types from USPTO. Task: Predict which catalyst facilitates the given reaction. (1) Reactant: [CH3:1][O:2][C:3]1[N:4]=[C:5]2[C:10](=[CH:11][CH:12]=1)[N:9]=[CH:8][CH:7]=[C:6]2[C:13]1[N:18]=[CH:17][C:16]([CH2:19][CH2:20][NH2:21])=[CH:15][CH:14]=1.[O:22]=[C:23]1[CH2:28][S:27][C:26]2[CH:29]=[CH:30][C:31]([CH:33]=O)=[N:32][C:25]=2[NH:24]1.[O-]S([O-])(=O)=O.[Na+].[Na+].[BH4-].[Na+]. Product: [CH3:1][O:2][C:3]1[N:4]=[C:5]2[C:10](=[CH:11][CH:12]=1)[N:9]=[CH:8][CH:7]=[C:6]2[C:13]1[N:18]=[CH:17][C:16]([CH2:19][CH2:20][NH:21][CH2:33][C:31]2[CH:30]=[CH:29][C:26]3[S:27][CH2:28][C:23](=[O:22])[NH:24][C:25]=3[N:32]=2)=[CH:15][CH:14]=1. The catalyst class is: 497. (2) Reactant: [CH3:1][O:2][C:3](=[O:14])[CH2:4][C@@H:5]([NH2:13])[C:6]1[CH:11]=[CH:10][C:9]([Br:12])=[CH:8][CH:7]=1.[CH3:15][C:16]([O:19][C:20](O[C:20]([O:19][C:16]([CH3:18])([CH3:17])[CH3:15])=[O:21])=[O:21])([CH3:18])[CH3:17].C([O-])(O)=O.[Na+]. Product: [Br:12][C:9]1[CH:10]=[CH:11][C:6]([C@H:5]([NH:13][C:20]([O:19][C:16]([CH3:18])([CH3:17])[CH3:15])=[O:21])[CH2:4][C:3]([O:2][CH3:1])=[O:14])=[CH:7][CH:8]=1. The catalyst class is: 1. (3) Reactant: Cl[CH2:2][C:3]1[C:4]([C:9]2[CH:14]=[CH:13][C:12]([Cl:15])=[CH:11][CH:10]=2)=[N:5][O:6][C:7]=1[CH3:8].C(OCC)(=O)[CH2:17][C:18]([O:20]CC)=[O:19].[H-].[Na+].Cl. The catalyst class is: 7. Product: [Cl:15][C:12]1[CH:13]=[CH:14][C:9]([C:4]2[C:3]([CH2:2][CH2:17][C:18]([OH:20])=[O:19])=[C:7]([CH3:8])[O:6][N:5]=2)=[CH:10][CH:11]=1. (4) Reactant: F[C:2]1[CH:7]=[CH:6][C:5]([C:8]2[O:9][C:10]3[CH:16]=[CH:15][CH:14]=[CH:13][C:11]=3[N:12]=2)=[CH:4][C:3]=1[N+:17]([O-:19])=[O:18].C(=O)([O-])[O-].[K+].[K+].[CH:26]([NH2:29])([CH3:28])[CH3:27].O. Product: [CH:26]([NH:29][C:2]1[CH:7]=[CH:6][C:5]([C:8]2[O:9][C:10]3[CH:16]=[CH:15][CH:14]=[CH:13][C:11]=3[N:12]=2)=[CH:4][C:3]=1[N+:17]([O-:19])=[O:18])([CH3:28])[CH3:27]. The catalyst class is: 8. (5) Reactant: [CH3:1][O:2][C:3](=[O:17])[CH2:4][N:5]1[C:13]2[C:8](=[CH:9][C:10]([O:14]C)=[CH:11][CH:12]=2)[CH:7]=[C:6]1[CH3:16].COC1C=C2C(=CC=1)NC(C)=C2.BrCC(OC)=O.B(Br)(Br)Br. Product: [CH3:1][O:2][C:3](=[O:17])[CH2:4][N:5]1[C:13]2[C:8](=[CH:9][C:10]([OH:14])=[CH:11][CH:12]=2)[CH:7]=[C:6]1[CH3:16]. The catalyst class is: 2.